Task: Predict the product of the given reaction.. Dataset: Forward reaction prediction with 1.9M reactions from USPTO patents (1976-2016) (1) Given the reactants I[C:2]1[CH:7]=[CH:6][CH:5]=[C:4]([O:8][CH3:9])[CH:3]=1.[NH:10]1[C:18]2[C:13](=[CH:14][CH:15]=[CH:16][C:17]=2[CH2:19][N:20]2[CH2:25][CH2:24][CH:23]([C:26]3[CH:27]=[C:28]([NH:32][C:33](=[O:37])[CH:34]([CH3:36])[CH3:35])[CH:29]=[CH:30][CH:31]=3)[CH2:22][CH2:21]2)[CH:12]=[CH:11]1, predict the reaction product. The product is: [CH3:9][O:8][C:4]1[CH:3]=[C:2]([N:10]2[C:18]3[C:13](=[CH:14][CH:15]=[CH:16][C:17]=3[CH2:19][N:20]3[CH2:21][CH2:22][CH:23]([C:26]4[CH:27]=[C:28]([NH:32][C:33](=[O:37])[CH:34]([CH3:35])[CH3:36])[CH:29]=[CH:30][CH:31]=4)[CH2:24][CH2:25]3)[CH:12]=[CH:11]2)[CH:7]=[CH:6][CH:5]=1. (2) Given the reactants Cl[C:2]1[N:7]=[C:6]([C:8]([NH:10][CH:11]([C:15]2[CH:20]=[CH:19][C:18]([O:21][C:22]([F:25])([F:24])[F:23])=[CH:17][CH:16]=2)[CH2:12][O:13][CH3:14])=[O:9])[CH:5]=[N:4][CH:3]=1.[NH:26]1[CH2:30][CH2:29][CH2:28][CH2:27]1.C(=O)([O-])[O-].[K+].[K+].CS(C)=O, predict the reaction product. The product is: [CH3:14][O:13][CH2:12][CH:11]([NH:10][C:8]([C:6]1[CH:5]=[N:4][CH:3]=[C:2]([N:26]2[CH2:30][CH2:29][CH2:28][CH2:27]2)[N:7]=1)=[O:9])[C:15]1[CH:20]=[CH:19][C:18]([O:21][C:22]([F:25])([F:24])[F:23])=[CH:17][CH:16]=1. (3) The product is: [I-:21].[CH3:20][P+:7]([C:1]1[CH:2]=[CH:3][CH:4]=[CH:5][CH:6]=1)([C:8]1[CH:13]=[CH:12][CH:11]=[CH:10][CH:9]=1)[C:14]1[CH:15]=[CH:16][CH:17]=[CH:18][CH:19]=1. Given the reactants [C:1]1([P:7]([C:14]2[CH:19]=[CH:18][CH:17]=[CH:16][CH:15]=2)[C:8]2[CH:13]=[CH:12][CH:11]=[CH:10][CH:9]=2)[CH:6]=[CH:5][CH:4]=[CH:3][CH:2]=1.[CH3:20][I:21], predict the reaction product. (4) Given the reactants [C:1]([C:3]1[CH:4]=[C:5]([C:10]2[N:20]=[CH:19][CH:18]=[CH:17][C:11]=2[C:12]([O:14][CH2:15][CH3:16])=[O:13])[CH:6]=[CH:7][C:8]=1F)#[N:2].[CH3:21][NH:22][CH2:23][CH2:24][CH2:25][CH3:26], predict the reaction product. The product is: [CH3:21][N:22]([CH2:23][CH2:24][CH2:25][CH3:26])[C:8]1[CH:7]=[CH:6][C:5]([C:10]2[N:20]=[CH:19][CH:18]=[CH:17][C:11]=2[C:12]([O:14][CH2:15][CH3:16])=[O:13])=[CH:4][C:3]=1[C:1]#[N:2]. (5) Given the reactants [N:1]1[CH:6]=[CH:5][CH:4]=[C:3]([C:7]2([C:11](=O)[CH3:12])[CH2:10][CH2:9][CH2:8]2)[CH:2]=1.[CH3:14][C:15]1[N:16]=[C:17]([C:23]2S[CH:25]=[CH:26][CH:27]=2)S[C:19]=1[C:20](=O)[CH3:21].[NH3:28], predict the reaction product. The product is: [CH3:14][C@@H:15]1[CH2:19][CH2:20][CH2:21][N:16]1[CH2:17][CH2:23][C:27]1[CH:2]=[C:3]2[C:7](=[CH:25][CH:26]=1)[N:28]=[C:11]([C:7]1([C:3]3[CH:2]=[N:1][CH:6]=[CH:5][CH:4]=3)[CH2:10][CH2:9][CH2:8]1)[CH:12]=[CH:4]2.